Dataset: Rat liver microsome stability data. Task: Regression/Classification. Given a drug SMILES string, predict its absorption, distribution, metabolism, or excretion properties. Task type varies by dataset: regression for continuous measurements (e.g., permeability, clearance, half-life) or binary classification for categorical outcomes (e.g., BBB penetration, CYP inhibition). Dataset: rlm. (1) The molecule is O=C1Nc2ccccc2C1=Cc1cc(Br)c(O)c(Br)c1. The result is 1 (stable in rat liver microsomes). (2) The drug is FC(F)(F)CC(c1ccccc1)c1c(-c2ccccc2)[nH]c2cc(Cl)ccc12. The result is 0 (unstable in rat liver microsomes). (3) The compound is Cc1c(Br)c(C(=O)N2CCN(CC(=O)c3ccc(F)cc3)CC2)nn1C. The result is 1 (stable in rat liver microsomes). (4) The drug is Cc1cc(S(=O)(=O)Nc2cnccc2C(=O)Nc2nc(-c3ccccc3)cs2)c(C)o1. The result is 1 (stable in rat liver microsomes). (5) The drug is COc1ccc(CCNc2ncc(C)n(CC(=O)NCCON=C(N)N)c2=O)cc1OC. The result is 0 (unstable in rat liver microsomes).